From a dataset of Full USPTO retrosynthesis dataset with 1.9M reactions from patents (1976-2016). Predict the reactants needed to synthesize the given product. (1) Given the product [OH:3][CH:1]([C:4]1[CH:5]=[C:6]([O:21][C:22]([F:25])([F:23])[F:24])[CH:7]=[C:8]2[C:13]=1[O:12][CH:11]([C:14]([F:17])([F:16])[F:15])[C:10]([C:18]([OH:20])=[O:19])=[CH:9]2)[CH3:2], predict the reactants needed to synthesize it. The reactants are: [C:1]([C:4]1[CH:5]=[C:6]([O:21][C:22]([F:25])([F:24])[F:23])[CH:7]=[C:8]2[C:13]=1[O:12][CH:11]([C:14]([F:17])([F:16])[F:15])[C:10]([C:18]([OH:20])=[O:19])=[CH:9]2)(=[O:3])[CH3:2].CCO.[BH4-].[Na+]. (2) Given the product [F:1][C:2]1[CH:3]=[C:4]2[C:8](=[CH:9][C:10]=1[S:11]([C:14]1[CH:19]=[CH:18][C:17]([O:20][CH3:21])=[CH:16][CH:15]=1)(=[O:13])=[O:12])[NH:7][CH2:6][C:5]2([CH3:33])[CH3:32], predict the reactants needed to synthesize it. The reactants are: [F:1][C:2]1[CH:3]=[C:4]2[C:8](=[CH:9][C:10]=1[S:11]([C:14]1[CH:19]=[CH:18][C:17]([O:20][CH3:21])=[CH:16][CH:15]=1)(=[O:13])=[O:12])[N:7]([Si](C(C)C)(C(C)C)C(C)C)[CH2:6][C:5]2([CH3:33])[CH3:32].CCCC[N+](CCCC)(CCCC)CCCC.[F-]. (3) Given the product [F:27][C:28]1[CH:29]=[CH:30][C:31]([CH2:32][N:33]2[CH2:37][CH2:36][N:35]([C:38]3[S:39][C:40]([C:44]([NH:57][CH2:56][C:53]4[S:52][C:51]([CH3:50])=[N:55][CH:54]=4)=[O:45])=[C:41]([CH3:43])[N:42]=3)[C:34]2=[O:47])=[CH:48][CH:49]=1, predict the reactants needed to synthesize it. The reactants are: ClC1C=CC2SC=C(CN3CCN(C4SC(C(O)=O)=C(C)N=4)C3=O)C=2C=1.[F:27][C:28]1[CH:49]=[CH:48][C:31]([CH2:32][N:33]2[CH2:37][CH2:36][N:35]([C:38]3[S:39][C:40]([C:44](O)=[O:45])=[C:41]([CH3:43])[N:42]=3)[C:34]2=[O:47])=[CH:30][CH:29]=1.[CH3:50][C:51]1[S:52][C:53]([CH2:56][NH2:57])=[CH:54][N:55]=1. (4) Given the product [Cl:25][CH:15]([C:12]1[CH:13]=[CH:14][C:9]([C:6]2[CH:7]=[CH:8][C:3]([C:2]([F:22])([F:21])[F:1])=[CH:4][CH:5]=2)=[CH:10][CH:11]=1)[CH2:16][CH2:17][CH2:18][CH3:19], predict the reactants needed to synthesize it. The reactants are: [F:1][C:2]([F:22])([F:21])[C:3]1[CH:8]=[CH:7][C:6]([C:9]2[CH:14]=[CH:13][C:12]([CH:15](O)[CH2:16][CH2:17][CH2:18][CH3:19])=[CH:11][CH:10]=2)=[CH:5][CH:4]=1.S(Cl)([Cl:25])=O. (5) Given the product [OH:1][C:2]1[C:7]([C:8]([NH:10][CH:11]([C:26]2[CH:27]=[CH:28][CH:29]=[CH:30][CH:31]=2)[C:12]2[CH:13]=[CH:14][C:15]([P:18]([CH2:23][CH2:24][CH3:25])(=[O:19])[OH:22])=[CH:16][CH:17]=2)=[O:9])=[CH:6][N:5]=[C:4]([N:32]2[CH:36]=[CH:35][CH:34]=[N:33]2)[N:3]=1, predict the reactants needed to synthesize it. The reactants are: [OH:1][C:2]1[C:7]([C:8]([NH:10][CH:11]([C:26]2[CH:31]=[CH:30][CH:29]=[CH:28][CH:27]=2)[C:12]2[CH:17]=[CH:16][C:15]([P:18]([CH2:23][CH2:24][CH3:25])(=[O:22])[O:19]CC)=[CH:14][CH:13]=2)=[O:9])=[CH:6][N:5]=[C:4]([N:32]2[CH:36]=[CH:35][CH:34]=[N:33]2)[N:3]=1.[OH-].[Na+]. (6) Given the product [F:27][C:16]1[C:15]([C:28]2[CH:33]=[CH:32][CH:31]=[CH:30][CH:29]=2)=[C:14]([CH3:34])[C:13]([C:11]#[N:12])=[C:18]2[C:17]=1[O:21][C:20]([C:22]([N:5]1[CH2:10][CH2:9][CH2:8][CH2:7][CH2:6]1)=[O:23])=[N:19]2, predict the reactants needed to synthesize it. The reactants are: C[Al](C)C.[NH:5]1[CH2:10][CH2:9][CH2:8][CH2:7][CH2:6]1.[C:11]([C:13]1[C:18]2[N:19]=[C:20]([C:22](OCC)=[O:23])[O:21][C:17]=2[C:16]([F:27])=[C:15]([C:28]2[CH:33]=[CH:32][CH:31]=[CH:30][CH:29]=2)[C:14]=1[CH3:34])#[N:12].Cl.